From a dataset of Full USPTO retrosynthesis dataset with 1.9M reactions from patents (1976-2016). Predict the reactants needed to synthesize the given product. (1) Given the product [C:1]([O:5][C:6]([N:8]1[CH2:13][CH2:12][CH:11]([NH:14][C:15]([C:17]2[CH:18]=[N:19][C:20]([N:23]([C:24]([O:26][C:27]([CH3:30])([CH3:29])[CH3:28])=[O:25])[CH3:31])=[CH:21][CH:22]=2)=[O:16])[CH2:10][CH2:9]1)=[O:7])([CH3:4])([CH3:3])[CH3:2], predict the reactants needed to synthesize it. The reactants are: [C:1]([O:5][C:6]([N:8]1[CH2:13][CH2:12][CH:11]([NH:14][C:15]([C:17]2[CH:18]=[N:19][C:20]([NH:23][C:24]([O:26][C:27]([CH3:30])([CH3:29])[CH3:28])=[O:25])=[CH:21][CH:22]=2)=[O:16])[CH2:10][CH2:9]1)=[O:7])([CH3:4])([CH3:3])[CH3:2].[CH3:31][Si](C)(C)[N-][Si](C)(C)C.[Na+].CI. (2) Given the product [C:17]([C:14]1[CH:15]=[C:16]2[C:11](=[CH:12][C:13]=1[O:19][CH2:20][CH:21]1[CH2:22][CH2:23][N:24]([C:27]([O:29][C:30]([CH3:32])([CH3:31])[CH3:33])=[O:28])[CH2:25][CH2:26]1)[N:10]=[CH:9][CH:8]=[C:7]2[O:6][C:5]1[CH:34]=[CH:35][C:2]([NH:1][C:44]([O:46][C:47]2[CH:52]=[CH:51][CH:50]=[CH:49][CH:48]=2)=[O:45])=[C:3]([F:36])[CH:4]=1)#[N:18], predict the reactants needed to synthesize it. The reactants are: [NH2:1][C:2]1[CH:35]=[CH:34][C:5]([O:6][C:7]2[C:16]3[C:11](=[CH:12][C:13]([O:19][CH2:20][CH:21]4[CH2:26][CH2:25][N:24]([C:27]([O:29][C:30]([CH3:33])([CH3:32])[CH3:31])=[O:28])[CH2:23][CH2:22]4)=[C:14]([C:17]#[N:18])[CH:15]=3)[N:10]=[CH:9][CH:8]=2)=[CH:4][C:3]=1[F:36].N1C=CC=CC=1.Cl[C:44]([O:46][C:47]1[CH:52]=[CH:51][CH:50]=[CH:49][CH:48]=1)=[O:45]. (3) The reactants are: Cl[C:2]1[N:7]=[C:6]([NH:8][CH2:9][C:10]([F:13])([F:12])[F:11])[C:5]([N+:14]([O-:16])=[O:15])=[CH:4][CH:3]=1.[CH:17]([B-](F)(F)F)=[CH2:18].[K+].C(=O)([O-])[O-].[Cs+].[Cs+]. Given the product [N+:14]([C:5]1[C:6]([NH:8][CH2:9][C:10]([F:13])([F:12])[F:11])=[N:7][C:2]([CH:17]=[CH2:18])=[CH:3][CH:4]=1)([O-:16])=[O:15], predict the reactants needed to synthesize it. (4) Given the product [CH:1]1([C:4]2[CH:5]=[C:6]([C:32]([OH:34])=[O:33])[C:7](=[O:31])[N:8]3[C:13]=2[C:12]([CH3:14])=[C:11]([C:15]2[CH:20]=[CH:19][C:18]([NH:21][CH2:22][CH2:23][OH:24])=[CH:17][CH:16]=2)[CH:10]=[CH:9]3)[CH2:2][CH2:3]1, predict the reactants needed to synthesize it. The reactants are: [CH:1]1([C:4]2[CH:5]=[C:6]([C:32]([O:34]CC)=[O:33])[C:7](=[O:31])[N:8]3[C:13]=2[C:12]([CH3:14])=[C:11]([C:15]2[CH:20]=[CH:19][C:18]([NH:21][CH2:22][CH2:23][O:24]C4CCCCO4)=[CH:17][CH:16]=2)[CH:10]=[CH:9]3)[CH2:3][CH2:2]1.O.C1(C)C=CC(S([O-])(=O)=O)=CC=1.[NH+]1C=CC=CC=1.C(=O)([O-])O.[Na+].